Dataset: Forward reaction prediction with 1.9M reactions from USPTO patents (1976-2016). Task: Predict the product of the given reaction. (1) Given the reactants [Cl:1][C:2]1[C:9]([Cl:10])=[CH:8][C:5]([CH:6]=[O:7])=[C:4](F)[CH:3]=1.[F:12][C:13]1[CH:18]=[CH:17][C:16]([OH:19])=[C:15]([O:20][CH3:21])[CH:14]=1.C([O-])([O-])=O.[K+].[K+], predict the reaction product. The product is: [Cl:1][C:2]1[C:9]([Cl:10])=[CH:8][C:5]([CH:6]=[O:7])=[C:4]([O:19][C:16]2[CH:17]=[CH:18][C:13]([F:12])=[CH:14][C:15]=2[O:20][CH3:21])[CH:3]=1. (2) Given the reactants [C:1]1([N:7]2[C:12](=[O:13])[C:11]3[S:14][CH:15]=[C:16]([C:17]4[CH:22]=[CH:21][CH:20]=[CH:19][CH:18]=4)[C:10]=3[N:9]=[CH:8]2)[CH:6]=[CH:5]C=CC=1.N[C:24]1C(C2C=CC=CC=2)=CSC=1C(OC)=O.C(OCC)(OCC)OCC.C(N)C(C)C, predict the reaction product. The product is: [CH2:1]([N:7]1[C:12](=[O:13])[C:11]2[S:14][CH:15]=[C:16]([C:17]3[CH:18]=[CH:19][CH:20]=[CH:21][CH:22]=3)[C:10]=2[N:9]=[CH:8]1)[CH:6]([CH3:5])[CH3:24]. (3) Given the reactants [CH2:1]([N:3]([C:12]1[CH:13]=[C:14]([CH3:29])[C:15]([CH3:28])=[C:16]2[C:20]=1[NH:19][C:18]([C:21]1[S:22][C:23]([CH:26]=[O:27])=[CH:24][N:25]=1)=[CH:17]2)[S:4]([C:7]1[S:8][CH:9]=[CH:10][CH:11]=1)(=[O:6])=[O:5])[CH3:2].CO.[BH4-].[Na+].C(O)(=O)CC(CC(O)=O)(C(O)=O)O, predict the reaction product. The product is: [CH2:1]([N:3]([C:12]1[CH:13]=[C:14]([CH3:29])[C:15]([CH3:28])=[C:16]2[C:20]=1[NH:19][C:18]([C:21]1[S:22][C:23]([CH2:26][OH:27])=[CH:24][N:25]=1)=[CH:17]2)[S:4]([C:7]1[S:8][CH:9]=[CH:10][CH:11]=1)(=[O:5])=[O:6])[CH3:2]. (4) Given the reactants [S:1]1[C:5]2[CH2:6][CH2:7][CH2:8][C:4]=2[N:3]=[C:2]1[NH2:9].CO[C:12](OC)([CH2:15]Br)[CH:13]=[O:14].C(=O)(O)[O-].[Na+].C(OC)(C)(C)C, predict the reaction product. The product is: [N:9]1[C:12]([CH:13]=[O:14])=[CH:15][N:3]2[C:4]3[CH2:8][CH2:7][CH2:6][C:5]=3[S:1][C:2]=12. (5) Given the reactants [F:1][C@H:2]1[C@@H:7]([O:8][C:9]2[CH:16]=[CH:15][C:14]([C:17]3[N:22]=[C:21]([NH:23][C:24]4[CH:29]=[CH:28][C:27]([N:30]5[CH2:35][CH2:34][N:33]([CH:36]6[CH2:39][O:38][CH2:37]6)[CH2:32][CH2:31]5)=[CH:26][CH:25]=4)[N:20]=[CH:19][N:18]=3)=[CH:13][C:10]=2[C:11]#[N:12])[CH2:6][CH2:5][NH:4][CH2:3]1.Br[C:41]1[CH:46]=[CH:45][CH:44]=[CH:43][N:42]=1.C(C1CCCCC1=O)(=O)C(C)C.C([O-])([O-])=O.[K+].[K+], predict the reaction product. The product is: [F:1][C@H:2]1[C@@H:7]([O:8][C:9]2[CH:16]=[CH:15][C:14]([C:17]3[N:22]=[C:21]([NH:23][C:24]4[CH:29]=[CH:28][C:27]([N:30]5[CH2:31][CH2:32][N:33]([CH:36]6[CH2:39][O:38][CH2:37]6)[CH2:34][CH2:35]5)=[CH:26][CH:25]=4)[N:20]=[CH:19][N:18]=3)=[CH:13][C:10]=2[C:11]#[N:12])[CH2:6][CH2:5][N:4]([C:41]2[CH:46]=[CH:45][CH:44]=[CH:43][N:42]=2)[CH2:3]1.